This data is from Catalyst prediction with 721,799 reactions and 888 catalyst types from USPTO. The task is: Predict which catalyst facilitates the given reaction. (1) Reactant: Cl.[F:2][C:3]1([F:29])[CH2:7][CH2:6][C@@H:5]([C@@:8]([OH:28])([C:22]2[CH:27]=[CH:26][CH:25]=[CH:24][CH:23]=2)[C:9]([O:11][CH2:12][CH2:13][CH:14]2[CH2:19][CH2:18][N:17]([CH:20]=[NH:21])[CH2:16][CH2:15]2)=[O:10])[CH2:4]1.[Br-:30].[Na+]. Product: [BrH:30].[F:29][C:3]1([F:2])[CH2:7][CH2:6][C@@H:5]([C@@:8]([OH:28])([C:22]2[CH:23]=[CH:24][CH:25]=[CH:26][CH:27]=2)[C:9]([O:11][CH2:12][CH2:13][CH:14]2[CH2:15][CH2:16][N:17]([CH:20]=[NH:21])[CH2:18][CH2:19]2)=[O:10])[CH2:4]1. The catalyst class is: 6. (2) Reactant: [Cl:1][C:2]1[CH:7]=[CH:6][C:5]([NH:8][NH:9]C(OC(C)(C)C)=O)=[CH:4][CH:3]=1.[Cl:17][C:18]1[C:23]([C:24]([N:26]=[C:27]=[O:28])=O)=[C:22]([F:29])[C:21]([CH2:30][NH:31][C:32](=[O:37])[C:33]([CH3:36])([CH3:35])[CH3:34])=[CH:20][CH:19]=1.C(O)(C(F)(F)F)=O. Product: [Cl:17][C:18]1[CH:19]=[CH:20][C:21]([CH2:30][NH:31][C:32](=[O:37])[C:33]([CH3:36])([CH3:35])[CH3:34])=[C:22]([F:29])[C:23]=1[C:24]1[NH:26][C:27](=[O:28])[N:8]([C:5]2[CH:6]=[CH:7][C:2]([Cl:1])=[CH:3][CH:4]=2)[N:9]=1. The catalyst class is: 2. (3) Reactant: [F:1][C:2]([F:31])([F:30])[C:3]([C:12]1[CH:17]=[CH:16][C:15]([N:18]2[CH2:23][CH2:22][N:21]([CH2:24][CH2:25]O)[CH2:20][CH2:19]2)=[C:14]([CH2:27][CH2:28][CH3:29])[CH:13]=1)([O:8][CH2:9][O:10][CH3:11])[C:4]([F:7])([F:6])[F:5].[CH3:32][C:33]1([C:40]2[CH:45]=[CH:44][C:43]([O:46][CH:47]([CH3:49])[CH3:48])=[CH:42][CH:41]=2)[NH:37][C:36](=[O:38])[NH:35][C:34]1=[O:39].C1(P(C2C=CC=CC=2)C2C=CC=CC=2)C=CC=CC=1.CCOC(/N=N/C(OCC)=O)=O.Cl. Product: [F:30][C:2]([F:1])([F:31])[C:3]([C:12]1[CH:17]=[CH:16][C:15]([N:18]2[CH2:23][CH2:22][N:21]([CH2:24][CH2:25][N:37]3[C:33]([C:40]4[CH:45]=[CH:44][C:43]([O:46][CH:47]([CH3:49])[CH3:48])=[CH:42][CH:41]=4)([CH3:32])[C:34](=[O:39])[NH:35][C:36]3=[O:38])[CH2:20][CH2:19]2)=[C:14]([CH2:27][CH2:28][CH3:29])[CH:13]=1)([O:8][CH2:9][O:10][CH3:11])[C:4]([F:7])([F:6])[F:5]. The catalyst class is: 35. (4) Reactant: [Br:1][C:2]1[N:7]=[C:6]([O:8][CH3:9])[C:5]([NH2:10])=[CH:4][CH:3]=1.[CH3:11][C:12]([O:15][C:16](O[C:16]([O:15][C:12]([CH3:14])([CH3:13])[CH3:11])=[O:17])=[O:17])([CH3:14])[CH3:13].N1C=CN=C1. Product: [Br:1][C:2]1[N:7]=[C:6]([O:8][CH3:9])[C:5]([NH:10][C:16](=[O:17])[O:15][C:12]([CH3:14])([CH3:13])[CH3:11])=[CH:4][CH:3]=1. The catalyst class is: 23.